This data is from Catalyst prediction with 721,799 reactions and 888 catalyst types from USPTO. The task is: Predict which catalyst facilitates the given reaction. (1) Reactant: [Cl:1][C:2]1[CH:7]=[CH:6][C:5]([S:8]([N:11]([CH2:21][C:22]2[CH:30]=[CH:29][C:25]([C:26](O)=[O:27])=[CH:24][CH:23]=2)[C@H:12]([C:15]2[CH:20]=[CH:19][CH:18]=[CH:17][CH:16]=2)[CH2:13][CH3:14])(=[O:10])=[O:9])=[CH:4][CH:3]=1.C[N:32]1[CH2:37][CH2:36][O:35][CH2:34][CH2:33]1.C(Cl)(=O)OCC(C)C.N1CCOCC1. Product: [Cl:1][C:2]1[CH:3]=[CH:4][C:5]([S:8]([N:11]([CH2:21][C:22]2[CH:23]=[CH:24][C:25]([C:26]([N:32]3[CH2:37][CH2:36][O:35][CH2:34][CH2:33]3)=[O:27])=[CH:29][CH:30]=2)[C@H:12]([C:15]2[CH:20]=[CH:19][CH:18]=[CH:17][CH:16]=2)[CH2:13][CH3:14])(=[O:10])=[O:9])=[CH:6][CH:7]=1. The catalyst class is: 1. (2) Reactant: [Cl:1][C:2]1[N:3]=[N:4][C:5](Cl)=[CH:6][CH:7]=1.O.[NH2:10][NH2:11]. Product: [Cl:1][C:2]1[N:3]=[N:4][C:5]([NH:10][NH2:11])=[CH:6][CH:7]=1. The catalyst class is: 8. (3) Reactant: [OH:1][CH2:2][CH2:3][N:4]([CH2:11][CH2:12][CH2:13][OH:14])[CH:5]1[CH2:10][CH2:9][NH:8][CH2:7][CH2:6]1.[F:15][C:16]([F:46])([F:45])[C:17]1[CH:18]=[C:19]([CH2:27][CH2:28][N:29]([CH3:44])[C:30](=[O:43])[CH:31](OS(C)(=O)=O)[C:32]2[CH:37]=[CH:36][CH:35]=[CH:34][CH:33]=2)[CH:20]=[C:21]([C:23]([F:26])([F:25])[F:24])[CH:22]=1.C(N(CC)CC)C.C(=O)([O-])O.[Na+]. Product: [F:15][C:16]([F:45])([F:46])[C:17]1[CH:18]=[C:19]([CH2:27][CH2:28][N:29]([CH3:44])[C:30](=[O:43])[CH:31]([N:8]2[CH2:7][CH2:6][CH:5]([N:4]([CH2:3][CH2:2][OH:1])[CH2:11][CH2:12][CH2:13][OH:14])[CH2:10][CH2:9]2)[C:32]2[CH:37]=[CH:36][CH:35]=[CH:34][CH:33]=2)[CH:20]=[C:21]([C:23]([F:25])([F:26])[F:24])[CH:22]=1. The catalyst class is: 21.